From a dataset of Forward reaction prediction with 1.9M reactions from USPTO patents (1976-2016). Predict the product of the given reaction. (1) Given the reactants [Cl:1][C:2]1[CH:7]=[CH:6][C:5]([C:8]2([OH:40])[CH2:13][CH2:12][N:11]([CH2:14][CH2:15][CH:16]=[C:17]3[C:27]4[C:22](=[N:23][CH:24]=[CH:25][CH:26]=4)[O:21][C:20]4[CH:28]=[CH:29][CH:30]=[C:31](OS(C(F)(F)F)(=O)=O)[C:19]=4[CH2:18]3)[CH2:10][CH2:9]2)=[CH:4][CH:3]=1.C1(P(C2C=CC=CC=2)CCCP(C2C=CC=CC=2)C2C=CC=CC=2)C=CC=CC=1.C(N(CC)CC)C.[CH2:77]([OH:79])[CH3:78].CN([CH:83]=[O:84])C, predict the reaction product. The product is: [Cl:1][C:2]1[CH:7]=[CH:6][C:5]([C:8]2([OH:40])[CH2:13][CH2:12][N:11]([CH2:14][CH2:15][CH:16]=[C:17]3[C:27]4[C:22](=[N:23][CH:24]=[CH:25][CH:26]=4)[O:21][C:20]4[CH:28]=[CH:29][CH:30]=[C:31]([C:83]([O:79][CH2:77][CH3:78])=[O:84])[C:19]=4[CH2:18]3)[CH2:10][CH2:9]2)=[CH:4][CH:3]=1. (2) Given the reactants [NH2:1][C:2]1[C:3]([C:10](/[N:12]=[C:13]2/[NH:14][C:15]3([CH2:22][CH2:21][N:20]([C:23]([C:25]4[CH:26]=[C:27]([S:31]([NH:34][CH2:35][C:36]5([C:40]([OH:42])=[O:41])[CH2:39][CH2:38][CH2:37]5)(=[O:33])=[O:32])[CH:28]=[CH:29][CH:30]=4)=[O:24])[CH2:19][CH2:18]3)[CH2:16][NH:17]/2)=[O:11])=[N:4][C:5]([Cl:9])=[C:6]([NH2:8])[N:7]=1.Cl[CH2:44][C:45]([N:47]([CH2:51][CH2:52][CH3:53])[CH2:48][CH2:49][CH3:50])=[O:46].C(=O)(O)[O-].[Na+].[Na+].[I-], predict the reaction product. The product is: [CH2:48]([N:47]([CH2:51][CH2:52][CH3:53])[C:45]([CH2:44][O:41][C:40]([C:36]1([CH2:35][NH:34][S:31]([C:27]2[CH:28]=[CH:29][CH:30]=[C:25]([C:23]([N:20]3[CH2:21][CH2:22][C:15]4([NH:14]/[C:13](=[N:12]/[C:10]([C:3]5[C:2]([NH2:1])=[N:7][C:6]([NH2:8])=[C:5]([Cl:9])[N:4]=5)=[O:11])/[NH:17][CH2:16]4)[CH2:18][CH2:19]3)=[O:24])[CH:26]=2)(=[O:32])=[O:33])[CH2:37][CH2:38][CH2:39]1)=[O:42])=[O:46])[CH2:49][CH3:50]. (3) Given the reactants [C:1]([O:5][C:6](=[O:33])[NH:7][CH2:8][CH2:9][CH2:10][NH:11][CH:12]([C:15]1[N:16]([CH2:26][C:27]2[CH:32]=[CH:31][CH:30]=[CH:29][CH:28]=2)[C:17](=[O:25])[C:18]2[C:23]([CH3:24])=[N:22][S:21][C:19]=2[N:20]=1)[CH2:13][CH3:14])([CH3:4])([CH3:3])[CH3:2].[Cl:34][C:35]1[CH:43]=[CH:42][C:38]([C:39](Cl)=[O:40])=[CH:37][CH:36]=1.CCN(CC)CC, predict the reaction product. The product is: [C:1]([O:5][C:6](=[O:33])[NH:7][CH2:8][CH2:9][CH2:10][N:11]([CH:12]([C:15]1[N:16]([CH2:26][C:27]2[CH:32]=[CH:31][CH:30]=[CH:29][CH:28]=2)[C:17](=[O:25])[C:18]2[C:23]([CH3:24])=[N:22][S:21][C:19]=2[N:20]=1)[CH2:13][CH3:14])[C:39](=[O:40])[C:38]1[CH:42]=[CH:43][C:35]([Cl:34])=[CH:36][CH:37]=1)([CH3:2])([CH3:3])[CH3:4]. (4) The product is: [NH2:1][C:2]1[CH:7]=[C:6]([NH2:8])[C:5]([NH2:9])=[CH:4][N:3]=1. Given the reactants [NH2:1][C:2]1[CH:7]=[C:6]([NH2:8])[C:5]([N+:9]([O-])=O)=[CH:4][N:3]=1, predict the reaction product. (5) Given the reactants [NH:1]1[CH:5]=[C:4]([C:6]([OH:8])=O)[N:3]=[N:2]1.CCN(C(C)C)C(C)C.CN(C(ON1N=NC2C=CC=NC1=2)=[N+](C)C)C.F[P-](F)(F)(F)(F)F.[N:42]1([CH2:48][CH2:49][O:50][C:51](=[O:72])[C@@:52]([CH2:70][OH:71])([CH3:69])[CH2:53][C@H:54]([NH2:68])[CH2:55][C:56]2[CH:61]=[CH:60][C:59]([C:62]3[CH:67]=[CH:66][CH:65]=[CH:64][CH:63]=3)=[CH:58][CH:57]=2)[CH2:47][CH2:46][CH2:45][CH2:44][CH2:43]1, predict the reaction product. The product is: [N:42]1([CH2:48][CH2:49][O:50][C:51](=[O:72])[C@@:52]([CH2:70][OH:71])([CH3:69])[CH2:53][C@H:54]([NH:68][C:6]([C:4]2[NH:3][N:2]=[N:1][CH:5]=2)=[O:8])[CH2:55][C:56]2[CH:57]=[CH:58][C:59]([C:62]3[CH:67]=[CH:66][CH:65]=[CH:64][CH:63]=3)=[CH:60][CH:61]=2)[CH2:43][CH2:44][CH2:45][CH2:46][CH2:47]1. (6) Given the reactants [CH3:1][O:2][C@@H:3]([C@@H:33]([N:38]([CH3:46])[C:39](=[O:45])[C@H:40]([CH:42]([CH3:44])[CH3:43])[NH2:41])[C@@H:34]([CH3:37])[CH2:35][CH3:36])[CH2:4][C:5]([N:7]1[CH2:11][CH2:10][CH2:9][C@H:8]1[C@H:12]([O:31][CH3:32])[C@@H:13]([CH3:30])[C:14](=[O:29])[NH:15][C@H:16]([C:24]1[S:25][CH:26]=[CH:27][N:28]=1)[CH2:17][C:18]1[CH:23]=[CH:22][CH:21]=[CH:20][CH:19]=1)=[O:6].[C:47]([O:51][C:52]([N:54]([CH3:61])[C:55]([CH3:60])([C:57](O)=[O:58])[CH3:56])=[O:53])([CH3:50])([CH3:49])[CH3:48].C(N(C(C)C)CC)(C)C.CN(C(ON1N=NC2C=CC=NC1=2)=[N+](C)C)C.F[P-](F)(F)(F)(F)F, predict the reaction product. The product is: [C:47]([O:51][C:52]([N:54]([CH3:61])[C:55]([CH3:60])([C:57]([NH:41][C@H:40]([C:39]([N:38]([C@@H:33]([C@@H:34]([CH3:37])[CH2:35][CH3:36])[C@H:3]([O:2][CH3:1])[CH2:4][C:5]([N:7]1[CH2:11][CH2:10][CH2:9][C@H:8]1[C@H:12]([O:31][CH3:32])[C@@H:13]([CH3:30])[C:14](=[O:29])[NH:15][C@H:16]([C:24]1[S:25][CH:26]=[CH:27][N:28]=1)[CH2:17][C:18]1[CH:19]=[CH:20][CH:21]=[CH:22][CH:23]=1)=[O:6])[CH3:46])=[O:45])[CH:42]([CH3:44])[CH3:43])=[O:58])[CH3:56])=[O:53])([CH3:50])([CH3:49])[CH3:48]. (7) Given the reactants [CH3:1][CH:2]([O:4][C:5]1[CH:13]=[C:12]2[C:8]([CH:9]=[N:10][NH:11]2)=[CH:7][C:6]=1[NH:14][C:15]1[C:16]2[C:23]([C:24]([OH:26])=O)=[CH:22][NH:21][C:17]=2[N:18]=[CH:19][N:20]=1)[CH3:3].[CH3:27][CH:28]([NH2:30])[CH3:29], predict the reaction product. The product is: [CH3:27][CH:28]([NH:30][C:24]([C:23]1[C:16]2[C:15]([NH:14][C:6]3[CH:7]=[C:8]4[C:12](=[CH:13][C:5]=3[O:4][CH:2]([CH3:3])[CH3:1])[NH:11][N:10]=[CH:9]4)=[N:20][CH:19]=[N:18][C:17]=2[NH:21][CH:22]=1)=[O:26])[CH3:29]. (8) Given the reactants [CH3:1][O:2][CH2:3][C:4]1[CH:5]=[C:6]([CH:10]=[CH:11][C:12]=1[N:13]1[CH2:18][CH2:17][CH2:16][CH2:15][CH:14]1[CH3:19])[C:7]([OH:9])=O.[NH2:20][C:21](=[N:38]O)[C:22]1[CH:36]=[CH:35][C:25]([O:26][CH2:27][CH2:28][CH2:29][C:30]([O:32][CH2:33][CH3:34])=[O:31])=[C:24]([F:37])[CH:23]=1, predict the reaction product. The product is: [F:37][C:24]1[CH:23]=[C:22]([C:21]2[N:38]=[C:7]([C:6]3[CH:10]=[CH:11][C:12]([N:13]4[CH2:18][CH2:17][CH2:16][CH2:15][CH:14]4[CH3:19])=[C:4]([CH2:3][O:2][CH3:1])[CH:5]=3)[O:9][N:20]=2)[CH:36]=[CH:35][C:25]=1[O:26][CH2:27][CH2:28][CH2:29][C:30]([O:32][CH2:33][CH3:34])=[O:31]. (9) Given the reactants Cl[CH2:2][C:3]1[N:12]=[C:11]([NH:13][C@@H:14]([CH:18]([CH3:20])[CH3:19])[C:15]([NH2:17])=[O:16])[C:10]2[C:5](=[CH:6][CH:7]=[CH:8][CH:9]=2)[N:4]=1.[CH2:21]([N:28]1[CH2:33][CH2:32][NH:31][CH2:30][CH2:29]1)[C:22]1[CH:27]=[CH:26][CH:25]=[CH:24]C=1.C(=O)([O-])[O-].[K+].[K+], predict the reaction product. The product is: [CH3:19][CH:18]([CH3:20])[C@H:14]([NH:13][C:11]1[C:10]2[C:5](=[CH:6][CH:7]=[CH:8][CH:9]=2)[N:4]=[C:3]([CH2:2][N:31]2[CH2:30][CH2:29][N:28]([C:21]3[CH:22]=[CH:27][CH:26]=[CH:25][CH:24]=3)[CH2:33][CH2:32]2)[N:12]=1)[C:15]([NH2:17])=[O:16].